The task is: Predict which catalyst facilitates the given reaction.. This data is from Catalyst prediction with 721,799 reactions and 888 catalyst types from USPTO. (1) Reactant: [Cl:1][C:2]1[C:15]2[C:14](=[O:16])[C:13]3[C:8](=[C:9](Cl)[CH:10]=[CH:11][CH:12]=3)[C:7](=O)[C:6]=2[CH:5]=[CH:4][CH:3]=1.O.[NH2:20][NH2:21]. Product: [Cl:1][C:2]1[CH:3]=[CH:4][CH:5]=[C:6]2[C:15]=1[C:14](=[O:16])[C:13]1[C:8]3[C:7]2=[N:21][NH:20][C:9]=3[CH:10]=[CH:11][CH:12]=1. The catalyst class is: 17. (2) Reactant: Br[C:2]1[CH:3]=[C:4]([C:8]#[C:9][Si:10]([CH3:13])([CH3:12])[CH3:11])[CH:5]=[CH:6][CH:7]=1.[F:14][C:15]1[C:20](B(O)O)=[CH:19][CH:18]=[CH:17][N:16]=1.C(=O)([O-])[O-].[Na+].[Na+]. Product: [F:14][C:15]1[C:20]([C:2]2[CH:7]=[CH:6][CH:5]=[C:4]([C:8]#[C:9][Si:10]([CH3:13])([CH3:12])[CH3:11])[CH:3]=2)=[CH:19][CH:18]=[CH:17][N:16]=1. The catalyst class is: 108. (3) Reactant: [CH3:1][O:2][C:3]1[CH:4]=[C:5]2[C:10](=[CH:11][C:12]=1[O:13][CH2:14][CH:15]1[CH2:17][O:16]1)[N:9]=[CH:8][CH:7]=[C:6]2[O:18][C:19]1[C:20]([CH3:29])=[N:21][C:22]2[C:27]([CH:28]=1)=[CH:26][CH:25]=[CH:24][N:23]=2.FC(F)(F)C(O)=[O:33].[OH-].[Na+].O. Product: [CH3:1][O:2][C:3]1[CH:4]=[C:5]2[C:10](=[CH:11][C:12]=1[O:13][CH2:14][CH:15]([OH:16])[CH2:17][OH:33])[N:9]=[CH:8][CH:7]=[C:6]2[O:18][C:19]1[C:20]([CH3:29])=[N:21][C:22]2[C:27]([CH:28]=1)=[CH:26][CH:25]=[CH:24][N:23]=2. The catalyst class is: 2. (4) Reactant: [CH3:1][C:2]1([CH3:37])[CH2:6][O:5][C:4]2=[CH:7][C:8]3[O:9][CH2:10][C:11]4([C:35]=3[CH:36]=[C:3]12)[C:19]1[C:14](=[CH:15][CH:16]=[CH:17][CH:18]=1)[N:13]([CH2:20][CH:21]1[CH2:26][CH2:25][N:24](C(OC(C)(C)C)=O)[CH2:23][CH2:22]1)[C:12]4=O.Br. Product: [CH3:1][C:2]1([CH3:37])[CH2:6][O:5][C:4]2=[CH:7][C:8]3[O:9][CH2:10][C:11]4([C:35]=3[CH:36]=[C:3]12)[C:19]1[C:14](=[CH:15][CH:16]=[CH:17][CH:18]=1)[N:13]([CH2:20][CH:21]1[CH2:26][CH2:25][NH:24][CH2:23][CH2:22]1)[CH2:12]4. The catalyst class is: 4.